Dataset: Reaction yield outcomes from USPTO patents with 853,638 reactions. Task: Predict the reaction yield, written as a fraction of the theoretical maximum amount of product (1.0 means a 100% yield; for example, 0.34 means a 34% yield). (1) The product is [CH3:1][S:2]([C:3]1[CH:8]=[CH:7][CH:6]=[CH:5][C:4]=1[C:9]1[NH:13][CH:12]=[C:11]([CH:14]=[O:15])[CH:10]=1)=[O:24]. The catalyst is C(OCC)(=O)C. The reactants are [CH3:1][S:2][C:3]1[CH:8]=[CH:7][CH:6]=[CH:5][C:4]=1[C:9]1[NH:13][CH:12]=[C:11]([CH:14]=[O:15])[CH:10]=1.ClC1C=CC=C(C(OO)=[O:24])C=1.S([O-])([O-])(=O)=S.[Na+].[Na+]. The yield is 0.750. (2) The reactants are [NH:1]1[CH2:7][CH2:6][CH2:5][C@H:2]1[CH2:3][OH:4].[CH2:8]([CH:10]1O[CH2:11]1)[Cl:9]. No catalyst specified. The product is [Cl:9][CH2:8][C@@H:10]1[O:4][CH2:3][C@@H:2]2[CH2:5][CH2:6][CH2:7][N:1]2[CH2:11]1. The yield is 0.150.